This data is from Catalyst prediction with 721,799 reactions and 888 catalyst types from USPTO. The task is: Predict which catalyst facilitates the given reaction. (1) Reactant: C(OC([CH2:8][CH2:9][NH:10][C:11]1[CH:12]=[C:13]([C:25]([OH:27])=O)[C:14](=[O:24])[N:15]([C:17]2[CH:22]=[CH:21][C:20]([F:23])=[CH:19][CH:18]=2)[CH:16]=1)=O)(C)(C)C.Cl.Cl.[F:30][C:31]1[CH:32]=[C:33]([NH:58]C(NC(=O)CC2C=CC(F)=CC=2)=S)[CH:34]=[CH:35][C:36]=1[O:37][C:38]1[C:43]2=[C:44]([CH3:57])C(OCCN3CCN(C)CC3)=CN2N=CN=1.CN([P+](ON1N=[N:90][C:85]2[CH:86]=CC=CC1=2)(N(C)C)N(C)C)C.F[P-](F)(F)(F)(F)F.C([N:101]([CH2:104]C)CC)C.C[N:107](C=O)C. Product: [NH:101]1[C:104]2=[N:90][CH:85]=[CH:86][C:38]([O:37][C:36]3[CH:35]=[CH:34][C:33]([NH:58][C:25]([C:13]4[C:14](=[O:24])[N:15]([C:17]5[CH:18]=[CH:19][C:20]([F:23])=[CH:21][CH:22]=5)[CH:16]=[C:11]([NH:10][CH2:9][CH2:8][NH2:107])[CH:12]=4)=[O:27])=[CH:32][C:31]=3[F:30])=[C:43]2[CH:44]=[CH:57]1. The catalyst class is: 6. (2) Reactant: [CH:1]1([NH:4][CH2:5][CH:6]2[CH2:11][CH2:10][CH2:9][CH2:8][O:7]2)[CH2:3][CH2:2]1.C(N(CC)CC)C.[Cl:19][C:20](Cl)([O:22]C(=O)OC(Cl)(Cl)Cl)Cl.O. Product: [CH:1]1([N:4]([CH2:5][CH:6]2[CH2:11][CH2:10][CH2:9][CH2:8][O:7]2)[C:20]([Cl:19])=[O:22])[CH2:3][CH2:2]1. The catalyst class is: 527. (3) Reactant: [Cl:1][C:2]1[C:15]([Cl:16])=[CH:14][C:5]2[NH:6][C:7]([CH2:9][C:10]([F:13])([F:12])[F:11])=[N:8][C:4]=2[CH:3]=1.C(=O)([O-])[O-].[K+].[K+].[C:23]1([C:29]2[CH:36]=[CH:35][CH:34]=[CH:33][C:30]=2[CH2:31]Br)[CH:28]=[CH:27][CH:26]=[CH:25][CH:24]=1. Product: [C:29]1([C:23]2[CH:24]=[CH:25][CH:26]=[CH:27][CH:28]=2)[CH:36]=[CH:35][CH:34]=[CH:33][C:30]=1[CH2:31][N:8]1[C:4]2[CH:3]=[C:2]([Cl:1])[C:15]([Cl:16])=[CH:14][C:5]=2[N:6]=[C:7]1[CH2:9][C:10]([F:12])([F:13])[F:11]. The catalyst class is: 3. (4) Reactant: [O:1]=[C:2]1[NH:6][C:5](=[O:7])[C:4](=[CH:8][C:9]2[C:18]3[C:13](=[CH:14][CH:15]=[CH:16][CH:17]=3)[C:12]([O:19][CH2:20][CH2:21][CH2:22][C:23]([OH:25])=[O:24])=[CH:11][CH:10]=2)[S:3]1.N1C=CC=CC=1.[BH4-].[Li+].Cl. Product: [O:1]=[C:2]1[NH:6][C:5](=[O:7])[CH:4]([CH2:8][C:9]2[C:18]3[C:13](=[CH:14][CH:15]=[CH:16][CH:17]=3)[C:12]([O:19][CH2:20][CH2:21][CH2:22][C:23]([OH:25])=[O:24])=[CH:11][CH:10]=2)[S:3]1. The catalyst class is: 20. (5) Reactant: Cl[C:2]1[C:3]([C:22]([NH2:24])=[O:23])=[N:4][C:5]([C:18](O)([CH3:20])[CH3:19])=[C:6]([O:8][C:9]2[CH:14]=[CH:13][CH:12]=[C:11]([N+:15]([O-:17])=[O:16])[CH:10]=2)[N:7]=1.[CH3:25][N:26]1[CH2:31][CH2:30][N:29]([C:32]2[CH:38]=[CH:37][C:35]([NH2:36])=[CH:34][CH:33]=2)[CH2:28][CH2:27]1.FC(F)(F)C(O)=O.CN1CCCC1=O. Product: [CH3:25][N:26]1[CH2:27][CH2:28][N:29]([C:32]2[CH:38]=[CH:37][C:35]([NH:36][C:2]3[C:3]([C:22]([NH2:24])=[O:23])=[N:4][C:5]([C:18]([CH3:20])=[CH2:19])=[C:6]([O:8][C:9]4[CH:14]=[CH:13][CH:12]=[C:11]([N+:15]([O-:17])=[O:16])[CH:10]=4)[N:7]=3)=[CH:34][CH:33]=2)[CH2:30][CH2:31]1. The catalyst class is: 6. (6) Reactant: C(OC(=O)[NH:7][CH:8]1[CH2:13][CH2:12][N:11]([CH2:14][CH2:15][N:16]2[CH2:21][CH2:20][CH:19]([OH:22])[CH2:18][CH2:17]2)[CH2:10][CH2:9]1)(C)(C)C.[ClH:24]. Product: [ClH:24].[ClH:24].[ClH:24].[NH2:7][CH:8]1[CH2:9][CH2:10][N:11]([CH2:14][CH2:15][N:16]2[CH2:17][CH2:18][CH:19]([OH:22])[CH2:20][CH2:21]2)[CH2:12][CH2:13]1. The catalyst class is: 12. (7) Reactant: [N:1]1([C:7]2[CH:12]=[CH:11][C:10]([NH:13][C:14](=[O:16])[CH3:15])=[CH:9][CH:8]=2)[CH2:6][CH2:5][O:4][CH2:3][CH2:2]1.[N+:17]([O-])([OH:19])=[O:18].[OH-].N. Product: [N:1]1([C:7]2[CH:8]=[CH:9][C:10]([NH:13][C:14](=[O:16])[CH3:15])=[C:11]([N+:17]([O-:19])=[O:18])[CH:12]=2)[CH2:2][CH2:3][O:4][CH2:5][CH2:6]1. The catalyst class is: 65. (8) Product: [O:6]([CH2:5][CH:4]([CH2:1][CH2:2][CH3:3])[CH2:7][CH2:8][CH2:9][CH2:10][CH3:11])[S:14]([C:13]([F:26])([F:25])[F:12])(=[O:16])=[O:15]. Reactant: [CH2:1]([CH:4]([CH2:7][CH2:8][CH2:9][CH2:10][CH3:11])[CH2:5][OH:6])[CH2:2][CH3:3].[F:12][C:13]([F:26])([F:25])[S:14](O[S:14]([C:13]([F:26])([F:25])[F:12])(=[O:16])=[O:15])(=[O:16])=[O:15].C([O-])(O)=O.[Na+]. The catalyst class is: 2. (9) Reactant: [OH:1][C:2]1[CH:3]=[CH:4][C:5]([N+:10]([O-:12])=[O:11])=[C:6]([CH:9]=1)[CH:7]=[O:8].[CH2:13](O)[CH2:14][CH2:15][CH2:16][CH2:17][CH2:18][CH3:19].C1(P(C2C=CC=CC=2)C2C=CC=CC=2)C=CC=CC=1.C(OC(N=NC(OC(C)(C)C)=O)=O)(C)(C)C. Product: [CH2:13]([O:1][C:2]1[CH:3]=[CH:4][C:5]([N+:10]([O-:12])=[O:11])=[C:6]([CH:9]=1)[CH:7]=[O:8])[CH2:14][CH2:15][CH2:16][CH2:17][CH2:18][CH3:19]. The catalyst class is: 1. (10) Reactant: [F:1][C:2]1[CH:7]=[CH:6][C:5]([OH:8])=[C:4]([CH3:9])[C:3]=1[NH:10][CH2:11][C:12]1[CH:17]=[C:16]([C:18]2[CH:23]=[CH:22][CH:21]=[C:20]([F:24])[CH:19]=2)[CH:15]=[C:14]([CH3:25])[C:13]=1[O:26][CH3:27].C([O-])([O-])=O.[Cs+].[Cs+].Br[CH2:35][C:36]([O:38][CH:39]([CH3:41])[CH3:40])=[O:37].O. Product: [F:1][C:2]1[CH:7]=[CH:6][C:5]([O:8][CH2:35][C:36]([O:38][CH:39]([CH3:41])[CH3:40])=[O:37])=[C:4]([CH3:9])[C:3]=1[NH:10][CH2:11][C:12]1[CH:17]=[C:16]([C:18]2[CH:23]=[CH:22][CH:21]=[C:20]([F:24])[CH:19]=2)[CH:15]=[C:14]([CH3:25])[C:13]=1[O:26][CH3:27]. The catalyst class is: 21.